This data is from Experimentally validated miRNA-target interactions with 360,000+ pairs, plus equal number of negative samples. The task is: Binary Classification. Given a miRNA mature sequence and a target amino acid sequence, predict their likelihood of interaction. (1) The miRNA is hsa-miR-6731-3p with sequence UCUAUUCCCCACUCUCCCCAG. The protein sequence of the target gene is MTELQQDVEDTKPAKVLGKRESKLGSAHSEAENGVEEKKKACRSPTAQSPTPSVEADSPDQKKIISLWSKSSFDGASLASDKNDCKTESKNDPKTERKKSSSSSQYKANMHFHKLFLSVPTEEPLKQSFTCALQKEILYQGKLFVSENWICFHSKVFGKDTKISIPAFSVTLIKKTKTALLVPNALIIATVTDRYIFVSLLSRDSTYKLLKSVCGHLENTSVGNSPNPSSAENSFRADRPSSLPLDFNDEFSDLDGVVQQRRQDMEGYSSSGSQTPESENSRDFHATESQTVLNVSKGEA.... Result: 0 (no interaction). (2) The miRNA is hsa-miR-34c-5p with sequence AGGCAGUGUAGUUAGCUGAUUGC. The protein sequence of the target gene is MLTRLFSEPGLLSDVPKFASWGDGEDDEPRSDKGDAPPPPPPAPGPGAPGPARAAKPVPLRGEEGTEATLAEVKEEGELGGEEEEEEEEEEGLDEAEGERPKKRGPKKRKMTKARLERSKLRRQKANARERNRMHDLNAALDNLRKVVPCYSKTQKLSKIETLRLAKNYIWALSEILRSGKRPDLVSYVQTLCKGLSQPTTNLVAGCLQLNSRNFLTEQGADGAGRFHGSGGPFAMHPYPYPCSRLAGAQCQAAGGLGGGAAHALRTHGYCAAYETLYAAAGGGGASPDYNSSEYEGPLS.... Result: 1 (interaction). (3) The miRNA is hsa-miR-6130 with sequence UGAGGGAGUGGAUUGUAUG. The protein sequence of the target gene is MKTFTWTLGVLFFLLVDTGHCRGGQFKIKKINQRRYPRATDGKEEAKKCAYTFLVPEQRITGPICVNTKGQDASTIKDMITRMDLENLKDVLSRQKREIDVLQLVVDVDGNIVNEVKLLRKESRNMNSRVTQLYMQLLHEIIRKRDNSLELSQLENKILNVTTEMLKMATRYRELEVKYASLTDLVNNQSVMITLLEEQCLRIFSRQDTHVSPPLVQVVPQHIPNSQQYTPGLLGGNEIQRDPGYPRDLMPPPDLATSPTKSPFKIPPVTFINEGPFKDCQQAKEAGHSVSGIYMIKPEN.... Result: 0 (no interaction). (4) The miRNA is hsa-miR-3646 with sequence AAAAUGAAAUGAGCCCAGCCCA. The protein sequence of the target gene is MPFGLKLRRTRRYNVLSKNCFVTRIRLLDSNVIECTLSVESTGQECLEAVAQRLELRETHYFGLWFLSKSQQARWVELEKPLKKHLDKFANEPLLFFGVMFYVPNVSWLQQEATRYQYYLQVKKDVLEGRLRCTLDQVIRLAGLAVQADFGDYNQFDSQDFLREYVLFPMDLALEEAVLEELTQKVAQEHKAHSGILPAEAELMYINEVERLDGFGQEIFPVKDNHGNCVHLGIFFMGIFVRNRIGRQAVIYRWNDMGNITHNKSTILVELINKEETALFHTDDIENAKYISRLFATRHK.... Result: 1 (interaction). (5) The miRNA is hsa-miR-5006-3p with sequence UUUCCCUUUCCAUCCUGGCAG. The protein sequence of the target gene is MGSSSEASFRSAQASCSGARRQGLGRGDQNLSVMPPNGRAQTHTPGWVSDPLVLGAQVHGGCRGIEALSVSSGSWSSATVWILTGLGLGLSRPFLPGATVLRDRPLGSAFELSYDQKKAPLRLQ. Result: 0 (no interaction). (6) The miRNA is hsa-let-7b-5p with sequence UGAGGUAGUAGGUUGUGUGGUU. The protein sequence of the target gene is MGNAESQHVEHEFYGEKHASLGRKHTSRSLRLSHKTRRTRHASSGKVIHRNSEVSTRSSSTPSIPQSLAENGLEPFSQDGTLEDFGSPIWVDRVDMGLRPVSYTDSSVTPSVDSSIVLTAASVQSMPDTEESRLYGDDATYLAEGGRRQHSYTSNGPTFMETASFKKKRSKSADIWREDSLEFSLSDLSQEHLTSNEEILGSAEEKDCEEARGMETRASPRQLSTCQRANSLGDLYAQKNSGVTANGGPGSKFAGYCRNLVSDIPNLANHKMPPAAAEETPPYSNYNTLPCRKSHCLSEG.... Result: 1 (interaction).